This data is from Forward reaction prediction with 1.9M reactions from USPTO patents (1976-2016). The task is: Predict the product of the given reaction. (1) Given the reactants [C:1]([NH:8][CH:9]([C:11]([OH:13])=O)[CH3:10])([O:3][C:4]([CH3:7])([CH3:6])[CH3:5])=[O:2].F[P-](F)(F)(F)(F)F.C[N+:22](C)=C(N(C)C)ON1C2C=CC=CC=2N=N1.C(N(CC)C(C)C)(C)C.N, predict the reaction product. The product is: [NH2:22][C:11](=[O:13])[CH:9]([NH:8][C:1](=[O:2])[O:3][C:4]([CH3:7])([CH3:6])[CH3:5])[CH3:10]. (2) The product is: [C:15]([C:10]1[CH:11]=[CH:12][CH:13]=[CH:14][C:9]=1[S:6]([N:5]([CH3:17])[CH2:4][CH2:3][CH2:2][NH:1][C:35]([C@@H:30]([NH:29][C:27]([C:19]1[S:18][C:22]2[CH:23]=[CH:24][CH:25]=[CH:26][C:21]=2[CH:20]=1)=[O:28])[CH2:31][CH:32]([CH3:34])[CH3:33])=[O:36])(=[O:8])=[O:7])#[N:16]. Given the reactants [NH2:1][CH2:2][CH2:3][CH2:4][N:5]([CH3:17])[S:6]([C:9]1[CH:14]=[CH:13][CH:12]=[CH:11][C:10]=1[C:15]#[N:16])(=[O:8])=[O:7].[S:18]1[C:22]2[CH:23]=[CH:24][CH:25]=[CH:26][C:21]=2[CH:20]=[C:19]1[C:27]([NH:29][C@H:30]([C:35](O)=[O:36])[CH2:31][CH:32]([CH3:34])[CH3:33])=[O:28].CN1CCOCC1.CCN=C=NCCCN(C)C.Cl, predict the reaction product. (3) The product is: [CH3:1][Si:2]([C:11]1[CH:27]=[CH:28][CH:23]=[CH:24][CH:25]=1)([O:3][CH2:4][CH2:5][SH:6])[O:7][CH2:8][CH2:9][SH:10]. Given the reactants [CH3:1][Si:2]([CH3:11])([O:7][CH2:8][CH2:9][SH:10])[O:3][CH2:4][CH2:5][SH:6].C(N(CC)CC)C.ClC([SiH2][C:23]1[CH:28]=[CH:27]C=[CH:25][CH:24]=1)Cl.SCCO, predict the reaction product. (4) Given the reactants [CH3:1][SiH:2]([CH3:4])[Cl:3].C1CCC=CCCC=1.[SiH4].[CH2:14]([Cl:17])[CH:15]=[CH2:16], predict the reaction product. The product is: [CH2:14]([Cl:17])[CH:15]=[CH2:16].[Cl:3][Si:2]([CH2:16][CH2:15][CH2:14][Cl:17])([CH3:4])[CH3:1]. (5) Given the reactants I[C:2]1[CH:7]=[CH:6][CH:5]=[C:4]([N+:8]([O-:10])=[O:9])[CH:3]=1.[CH3:11][PH:12](=[O:14])[CH3:13].CC1(C)C2C(=C(P(C3C=CC=CC=3)C3C=CC=CC=3)C=CC=2)OC2C(P(C3C=CC=CC=3)C3C=CC=CC=3)=CC=CC1=2.C(=O)([O-])[O-].[Cs+].[Cs+], predict the reaction product. The product is: [CH3:11][P:12]([C:2]1[CH:7]=[CH:6][CH:5]=[C:4]([N+:8]([O-:10])=[O:9])[CH:3]=1)([CH3:13])=[O:14]. (6) Given the reactants [CH2:1]([O:3][C:4]([C:6]1[N:11]=[N:10][C:9]([C:12](O)=[O:13])=[CH:8][CH:7]=1)=[O:5])[CH3:2].CN1CCOCC1.ClC(OCC(C)C)=O.[BH4-].[Na+], predict the reaction product. The product is: [OH:13][CH2:12][C:9]1[N:10]=[N:11][C:6]([C:4]([O:3][CH2:1][CH3:2])=[O:5])=[CH:7][CH:8]=1. (7) Given the reactants [Si:1]([O:8][C:9]1[CH:10]=[C:11]([C:15](=[N+]=[N-])[C:16]([O:18][CH3:19])=[O:17])[CH:12]=[CH:13][CH:14]=1)([C:4]([CH3:7])([CH3:6])[CH3:5])([CH3:3])[CH3:2].C[O:23][C:24]1O[CH:26]=[CH:27][CH:28]=1.[CH3:29]CCCCC, predict the reaction product. The product is: [Si:1]([O:8][C:9]1[CH:10]=[C:11](/[C:15](=[CH:26]\[CH:27]=[CH:28]/[C:24](=[O:23])[CH3:29])/[C:16]([O:18][CH3:19])=[O:17])[CH:12]=[CH:13][CH:14]=1)([C:4]([CH3:7])([CH3:6])[CH3:5])([CH3:3])[CH3:2]. (8) Given the reactants [N:13]1[CH:14]=[CH:15][N:16]=[CH:17][C:12]=1[C:10](O[C:10]([C:12]1[CH:17]=[N:16][CH:15]=[CH:14][N:13]=1)=O)=O.[NH2:18][NH2:19].COC1C=CC(P2(SP(C3C=CC(OC)=CC=3)(=S)S2)=S)=CC=1.[OH-].[K+].[C:44](=[S:46])=[S:45].[Cl:47][C:48]1[CH:55]=[CH:54][CH:53]=[C:52]([Cl:56])[C:49]=1[CH2:50]Br, predict the reaction product. The product is: [Cl:47][C:48]1[CH:55]=[CH:54][CH:53]=[C:52]([Cl:56])[C:49]=1[CH2:50][S:45][C:44]1[S:46][C:10]([C:12]2[CH:17]=[N:16][CH:15]=[CH:14][N:13]=2)=[N:19][N:18]=1. (9) Given the reactants [CH2:1]([O:8][C:9]1[C:13]([CH2:14][C:15]#N)=[CH:12][N:11]([CH2:17][CH3:18])[N:10]=1)[C:2]1[CH:7]=[CH:6][CH:5]=[CH:4][CH:3]=1.[OH-:19].[Na+].[O:21]1[CH2:25]CCC1.Cl, predict the reaction product. The product is: [CH2:1]([O:8][C:9]1[C:13]([CH2:14][C:15]([O:21][CH3:25])=[O:19])=[CH:12][N:11]([CH2:17][CH3:18])[N:10]=1)[C:2]1[CH:7]=[CH:6][CH:5]=[CH:4][CH:3]=1.